The task is: Predict the reaction yield, written as a fraction of the theoretical maximum amount of product (1.0 means a 100% yield; for example, 0.34 means a 34% yield).. This data is from Reaction yield outcomes from USPTO patents with 853,638 reactions. (1) The reactants are [C:1]([O:5][C@@H:6]([C:11]1[C:40]([CH3:41])=[C:39]([C:42]#[N:43])[C:38]2=[N:44][C:35]3=[CH:36][N:37]2[C:12]=1[N:13]1[CH2:49][CH2:48][C:16]([CH3:50])([O:17][CH2:18][CH2:19][CH2:20][CH2:21][C@H:22]([CH3:47])[O:23][C:24]2[CH:25]=[CH:26][C:27]([F:46])=[CH:28][C:29]=2[C:30]2[CH:45]=[C:34]3[CH:33]=[CH:32][CH:31]=2)[CH2:15][CH2:14]1)[C:7]([O:9]C)=[O:8])([CH3:4])([CH3:3])[CH3:2].C(O[C@@H](C1C(C)=CC2=NC3=C(Cl)N2C=1N1CCC(C)(OCCCC[C@H](C)OC2C=CC(C)=CC=2C2C=C3C=CC=2)CC1)C(O)=O)(C)(C)C. No catalyst specified. The product is [C:1]([O:5][C@@H:6]([C:11]1[C:40]([CH3:41])=[C:39]([C:42]#[N:43])[C:38]2=[N:44][C:35]3=[CH:36][N:37]2[C:12]=1[N:13]1[CH2:14][CH2:15][C:16]([CH3:50])([O:17][CH2:18][CH2:19][CH2:20][CH2:21][C@H:22]([CH3:47])[O:23][C:24]2[CH:25]=[CH:26][C:27]([F:46])=[CH:28][C:29]=2[C:30]2[CH:45]=[C:34]3[CH:33]=[CH:32][CH:31]=2)[CH2:48][CH2:49]1)[C:7]([OH:9])=[O:8])([CH3:4])([CH3:2])[CH3:3]. The yield is 0.544. (2) The reactants are [S:1]1[C:5]2[CH:6]=[CH:7][CH:8]=[CH:9][C:4]=2[N:3]=[C:2]1[C:10](=[C:13](SC)[S:14][CH3:15])[C:11]#[N:12].O.[NH2:19][NH2:20].O. The catalyst is C(O)C. The product is [S:1]1[C:5]2[CH:6]=[CH:7][CH:8]=[CH:9][C:4]=2[N:3]=[C:2]1[C:10]1[C:11]([NH2:12])=[N:19][NH:20][C:13]=1[S:14][CH3:15]. The yield is 0.440. (3) The reactants are [CH:1]1([O:6][C:7]2[CH:8]=[C:9]([CH:15]([N:20]3[C:28](=[O:29])[C:27]4[C:22](=[CH:23][CH:24]=[CH:25][C:26]=4[CH3:30])[C:21]3=[O:31])[CH2:16][C:17](O)=[O:18])[CH:10]=[CH:11][C:12]=2[O:13][CH3:14])[CH2:5][CH2:4][CH2:3][CH2:2]1.C(N1C=CN=C1)(N1C=CN=C1)=O.Cl.[NH2:45][OH:46]. The catalyst is C1COCC1. The product is [CH:1]1([O:6][C:7]2[CH:8]=[C:9]([CH:15]([N:20]3[C:28](=[O:29])[C:27]4=[C:26]([CH3:30])[CH:25]=[CH:24][CH:23]=[C:22]4[C:21]3=[O:31])[CH2:16][C:17]([NH:45][OH:46])=[O:18])[CH:10]=[CH:11][C:12]=2[O:13][CH3:14])[CH2:5][CH2:4][CH2:3][CH2:2]1. The yield is 0.946. (4) The reactants are [CH3:1][O:2][C:3]1[N:8]=[N:7][C:6]([C:9]2[CH:10]=[C:11]([CH:15]=[CH:16][C:17]=2[CH3:18])[C:12](O)=[O:13])=[CH:5][C:4]=1[N:19]1[CH2:24][CH2:23][O:22][CH2:21][CH2:20]1.ClC(N(C)C)=C(C)C.[F:33][C:34]([F:43])([F:42])[C:35]1[CH:40]=[C:39]([NH2:41])[CH:38]=[CH:37][N:36]=1. The catalyst is C(Cl)Cl. The product is [CH3:1][O:2][C:3]1[N:8]=[N:7][C:6]([C:9]2[CH:10]=[C:11]([CH:15]=[CH:16][C:17]=2[CH3:18])[C:12]([NH:41][C:39]2[CH:38]=[CH:37][N:36]=[C:35]([C:34]([F:43])([F:33])[F:42])[CH:40]=2)=[O:13])=[CH:5][C:4]=1[N:19]1[CH2:24][CH2:23][O:22][CH2:21][CH2:20]1. The yield is 0.230. (5) The reactants are [OH:1][C:2]([CH3:41])([CH3:40])[CH2:3][O:4][C@H:5]1[CH2:10][CH2:9][C@H:8]([N:11]2[C:16](=[O:17])[C:15]([CH2:18][C:19]3[CH:24]=[CH:23][C:22]([C:25]4[C:26]([C:31]#[N:32])=[CH:27][CH:28]=[CH:29][CH:30]=4)=[CH:21][CH:20]=3)=[C:14]([CH2:33][CH2:34][CH3:35])[N:13]3[N:36]=[C:37]([CH3:39])[N:38]=[C:12]23)[CH2:7][CH2:6]1.[C:42](OC(=O)C)(=[O:44])[CH3:43].N1C=CC=CC=1. The catalyst is C(OCC)(=O)C. The product is [C:42]([O:1][C:2]([CH3:40])([CH3:41])[CH2:3][O:4][C@H:5]1[CH2:10][CH2:9][C@H:8]([N:11]2[C:16](=[O:17])[C:15]([CH2:18][C:19]3[CH:24]=[CH:23][C:22]([C:25]4[CH:30]=[CH:29][CH:28]=[CH:27][C:26]=4[C:31]#[N:32])=[CH:21][CH:20]=3)=[C:14]([CH2:33][CH2:34][CH3:35])[N:13]3[N:36]=[C:37]([CH3:39])[N:38]=[C:12]23)[CH2:7][CH2:6]1)(=[O:44])[CH3:43]. The yield is 0.470.